From a dataset of Forward reaction prediction with 1.9M reactions from USPTO patents (1976-2016). Predict the product of the given reaction. (1) Given the reactants [Br:1][C:2]1[CH:3]=[C:4]([NH2:9])[C:5]([Cl:8])=[N:6][CH:7]=1.[F:10][C:11]1[CH:16]=[C:15]([F:17])[CH:14]=[CH:13][C:12]=1[S:18](Cl)(=[O:20])=[O:19], predict the reaction product. The product is: [Br:1][C:2]1[CH:3]=[C:4]([N:9]([S:18]([C:12]2[CH:13]=[CH:14][C:15]([F:17])=[CH:16][C:11]=2[F:10])(=[O:20])=[O:19])[S:18]([C:12]2[CH:13]=[CH:14][C:15]([F:17])=[CH:16][C:11]=2[F:10])(=[O:20])=[O:19])[C:5]([Cl:8])=[N:6][CH:7]=1. (2) Given the reactants [CH3:1][O:2][C:3](=[O:31])[C:4]1[CH:9]=[C:8]([C:10]2[CH2:14][CH2:13][CH2:12][C:11]=2[C:15]2[CH:20]=[C:19]([Cl:21])[CH:18]=[CH:17][C:16]=2[O:22][CH2:23][C:24]2[CH:29]=[CH:28][CH:27]=[CH:26][CH:25]=2)[CH:7]=[CH:6][C:5]=1[NH2:30].[C:32](Cl)(=[O:35])[CH2:33][CH3:34].C(N(CC)CC)C, predict the reaction product. The product is: [CH3:1][O:2][C:3](=[O:31])[C:4]1[CH:9]=[C:8]([C:10]2[CH2:14][CH2:13][CH2:12][C:11]=2[C:15]2[CH:20]=[C:19]([Cl:21])[CH:18]=[CH:17][C:16]=2[O:22][CH2:23][C:24]2[CH:25]=[CH:26][CH:27]=[CH:28][CH:29]=2)[CH:7]=[CH:6][C:5]=1[NH:30][C:32](=[O:35])[CH2:33][CH3:34]. (3) Given the reactants [CH3:1][O:2][C:3]1[CH:8]=[CH:7][C:6]([C:9]2[CH:13]=[CH:12][S:11][CH:10]=2)=[CH:5][C:4]=1[CH2:14][C:15]([C:17]1[CH:25]=[CH:24][C:20]([C:21]([OH:23])=[O:22])=[CH:19][CH:18]=1)=[O:16].[CH3:26]N(C=O)C, predict the reaction product. The product is: [CH3:1][O:2][C:3]1[CH:8]=[CH:7][C:6]([C:9]2[CH:13]=[CH:12][S:11][CH:10]=2)=[CH:5][C:4]=1[C:14](=[CH2:26])[C:15]([C:17]1[CH:18]=[CH:19][C:20]([C:21]([OH:23])=[O:22])=[CH:24][CH:25]=1)=[O:16]. (4) Given the reactants [F:1][C:2]1[CH:10]=[CH:9][C:5]([C:6]([OH:8])=[O:7])=[C:4]([OH:11])[CH:3]=1.S(=O)(=O)(O)O.[CH3:17]O, predict the reaction product. The product is: [F:1][C:2]1[CH:10]=[CH:9][C:5]([C:6]([O:8][CH3:17])=[O:7])=[C:4]([OH:11])[CH:3]=1. (5) Given the reactants C(C1C=CC=C[C:4]=1[C:5]([O:7][CH3:8])=[O:6])#C.C(N([CH2:18][CH3:19])CC)C.Cl[C:21]1[C:26]([C:27]([F:30])([F:29])[F:28])=[CH:25][N:24]=[C:23]([NH:31][C:32]2[CH:37]=[CH:36][C:35]([CH:38]3[CH2:42][CH2:41][N:40]([C:43]([O:45][C:46]([CH3:49])([CH3:48])[CH3:47])=[O:44])[CH2:39]3)=[CH:34][CH:33]=2)[N:22]=1.[C:63]1(P([C:63]2[CH:68]=[CH:67][CH:66]=[CH:65][CH:64]=2)[C:63]2[CH:68]=[CH:67][CH:66]=[CH:65][CH:64]=2)[CH:68]=[CH:67][CH:66]=[CH:65][CH:64]=1, predict the reaction product. The product is: [CH3:8][O:7][C:5](=[O:6])[CH2:4][C:63]1[CH:64]=[CH:65][CH:66]=[CH:67][C:68]=1[C:18]#[C:19][C:21]1[C:26]([C:27]([F:30])([F:29])[F:28])=[CH:25][N:24]=[C:23]([NH:31][C:32]2[CH:37]=[CH:36][C:35]([CH:38]3[CH2:42][CH2:41][N:40]([C:43]([O:45][C:46]([CH3:49])([CH3:48])[CH3:47])=[O:44])[CH2:39]3)=[CH:34][CH:33]=2)[N:22]=1. (6) Given the reactants [CH:1]1([NH:5][C@H:6]2[CH2:10][CH2:9][CH2:8][C@@H:7]2[NH:11][C:12](=[O:18])[O:13][C:14]([CH3:17])([CH3:16])[CH3:15])[CH2:4][CH2:3][CH2:2]1.CCN(C(C)C)C(C)C.[CH3:28][O:29][C:30]1[CH:38]=[CH:37][CH:36]=[C:35]([O:39][CH3:40])[C:31]=1[C:32](Cl)=[O:33], predict the reaction product. The product is: [CH:1]1([N:5]([C@H:6]2[CH2:10][CH2:9][CH2:8][C@@H:7]2[NH:11][C:12](=[O:18])[O:13][C:14]([CH3:15])([CH3:17])[CH3:16])[C:32](=[O:33])[C:31]2[C:35]([O:39][CH3:40])=[CH:36][CH:37]=[CH:38][C:30]=2[O:29][CH3:28])[CH2:2][CH2:3][CH2:4]1.